This data is from Forward reaction prediction with 1.9M reactions from USPTO patents (1976-2016). The task is: Predict the product of the given reaction. (1) Given the reactants [O:1]([CH2:8][C:9]1[CH:14]=[CH:13][C:12]([CH2:15][C:16](Cl)=[N:17][OH:18])=[CH:11][CH:10]=1)[C:2]1[CH:7]=[CH:6][CH:5]=[CH:4][CH:3]=1.[C:20]([C:22]1[C:23]([NH2:29])=[N:24][C:25]([NH2:28])=[CH:26][CH:27]=1)#[CH:21].C(N(CC)CC)C, predict the reaction product. The product is: [O:1]([CH2:8][C:9]1[CH:14]=[CH:13][C:12]([CH2:15][C:16]2[CH:21]=[C:20]([C:22]3[C:23]([NH2:29])=[N:24][C:25]([NH2:28])=[CH:26][CH:27]=3)[O:18][N:17]=2)=[CH:11][CH:10]=1)[C:2]1[CH:7]=[CH:6][CH:5]=[CH:4][CH:3]=1. (2) Given the reactants [NH:1]1[CH2:4][CH:3]([NH:5][C:6](=[O:37])[C:7]2[CH:12]=[CH:11][C:10]([NH:13][C:14]3[N:15]=[CH:16][C:17]4[N:23]([CH3:24])[C:22](=[O:25])[C:21]([F:27])([F:26])[CH2:20][N:19]([CH:28]5[CH2:33][CH2:32][CH2:31][CH2:30][CH2:29]5)[C:18]=4[N:34]=3)=[C:9]([O:35][CH3:36])[CH:8]=2)[CH2:2]1.CO.[CH3:40][C:41]([CH3:43])=O.N1C=CC=CC=1.B, predict the reaction product. The product is: [CH:28]1([N:19]2[CH2:20][C:21]([F:27])([F:26])[C:22](=[O:25])[N:23]([CH3:24])[C:17]3[CH:16]=[N:15][C:14]([NH:13][C:10]4[CH:11]=[CH:12][C:7]([C:6]([NH:5][CH:3]5[CH2:4][N:1]([CH:41]([CH3:43])[CH3:40])[CH2:2]5)=[O:37])=[CH:8][C:9]=4[O:35][CH3:36])=[N:34][C:18]2=3)[CH2:33][CH2:32][CH2:31][CH2:30][CH2:29]1. (3) Given the reactants ClC1C=N[C:5]([O:11][C:12]2[CH:17]=[CH:16][C:15](F)=[CH:14][CH:13]=2)=C(C=1)C(O)=O.[CH3:19][N:20]1CCOCC1.Cl[C:27]([O:29][CH2:30][CH:31]([CH3:33])[CH3:32])=O.[OH:34]C(C1C=CC(CN)=CC=1)(C)C, predict the reaction product. The product is: [CH3:27][O:29][C:30](=[O:34])[C:31]([C:16]1[CH:15]=[CH:14][C:13]([C:19]#[N:20])=[C:12]([O:11][CH3:5])[CH:17]=1)([CH3:33])[CH3:32]. (4) Given the reactants [Br:1][C:2]1[CH:3]=[C:4]([NH:8][C:9](=O)[CH2:10][C:11]2[CH:16]=[CH:15][CH:14]=[CH:13][CH:12]=2)[CH:5]=[CH:6][CH:7]=1.[OH-].[Na+].Cl, predict the reaction product. The product is: [Br:1][C:2]1[CH:3]=[C:4]([CH:5]=[CH:6][CH:7]=1)[NH:8][CH2:9][CH2:10][C:11]1[CH:16]=[CH:15][CH:14]=[CH:13][CH:12]=1. (5) Given the reactants [S:1]1[C:5]2[CH:6]=[CH:7][C:8]([CH2:10][CH2:11][OH:12])=[CH:9][C:4]=2[CH:3]=[CH:2]1.[OH-].[K+].[C:15]([O:19][C:20]([CH3:23])([CH3:22])[CH3:21])(=[O:18])[CH:16]=[CH2:17].Cl, predict the reaction product. The product is: [S:1]1[C:5]2[CH:6]=[CH:7][C:8]([CH2:10][CH2:11][O:12][CH2:17][CH2:16][C:15]([O:19][C:20]([CH3:23])([CH3:22])[CH3:21])=[O:18])=[CH:9][C:4]=2[CH:3]=[CH:2]1. (6) Given the reactants [CH3:1][N:2]([CH3:16])[C:3]1([C:10]2[CH:15]=[CH:14][CH:13]=[CH:12][CH:11]=2)[CH2:8][CH2:7][C:6](=[O:9])[CH2:5][CH2:4]1.[CH2:17]([Mg]Cl)[CH2:18][C:19]1[CH:24]=[CH:23][CH:22]=[CH:21][CH:20]=1.[Cl-].[NH4+], predict the reaction product. The product is: [CH3:1][N:2]([CH3:16])[C:3]1([C:10]2[CH:11]=[CH:12][CH:13]=[CH:14][CH:15]=2)[CH2:8][CH2:7][C:6]([CH2:17][CH2:18][C:19]2[CH:24]=[CH:23][CH:22]=[CH:21][CH:20]=2)([OH:9])[CH2:5][CH2:4]1. (7) Given the reactants [Cl-].[In+3].[Cl-].[Cl-].FC(F)(F)C(O)=O.[CH3:12][S:13]([CH2:16][C:17]1[CH:18]=[CH:19][CH:20]=[C:21]2[C:25]=1[NH:24][CH:23]=[CH:22]2)(=[O:15])=[O:14].[Cl:26][C:27]1[CH:32]=[C:31]([CH3:33])[CH:30]=[CH:29][C:28]=1[CH:34]([CH:36]1[CH2:38][CH2:37]1)O, predict the reaction product. The product is: [Cl:26][C:27]1[CH:32]=[C:31]([CH3:33])[CH:30]=[CH:29][C:28]=1[CH:34]([CH:36]1[CH2:38][CH2:37]1)[C:22]1[C:21]2[C:25](=[C:17]([CH2:16][S:13]([CH3:12])(=[O:15])=[O:14])[CH:18]=[CH:19][CH:20]=2)[NH:24][CH:23]=1.